Task: Predict which catalyst facilitates the given reaction.. Dataset: Catalyst prediction with 721,799 reactions and 888 catalyst types from USPTO (1) Reactant: C(OC([N:8]1[CH2:11][CH:10]([O:12][C:13]2[CH:18]=[CH:17][C:16]([Br:19])=[CH:15][C:14]=2[O:20][CH3:21])[CH2:9]1)=O)(C)(C)C. Product: [Br:19][C:16]1[CH:17]=[CH:18][C:13]([O:12][CH:10]2[CH2:11][NH:8][CH2:9]2)=[C:14]([O:20][CH3:21])[CH:15]=1. The catalyst class is: 281. (2) Reactant: [CH2:1]([N:4]1[CH2:9][CH2:8][O:7][C:6]2[CH:10]=[C:11]([CH3:41])[C:12]([C:14]3[N:19]4[N:20]=[C:21]([C:23]5[CH:28]=[CH:27][CH:26]=[C:25](Br)[CH:24]=5)[CH:22]=[C:18]4[N:17]=[C:16]([CH3:30])[C:15]=3[C@H:31]([O:36][C:37]([CH3:40])([CH3:39])[CH3:38])[C:32]([O:34][CH3:35])=[O:33])=[CH:13][C:5]1=2)[CH:2]=[CH2:3].[CH2:42]([C:46]1[CH:51]=[CH:50][CH:49]=[CH:48][C:47]=1B(O)O)[CH2:43][CH:44]=[CH2:45].C([O-])([O-])=O.[Na+].[Na+].N#N. Product: [CH2:1]([N:4]1[CH2:9][CH2:8][O:7][C:6]2[CH:10]=[C:11]([CH3:41])[C:12]([C:14]3[N:19]4[N:20]=[C:21]([C:23]5[CH:24]=[C:25]([C:47]6[CH:48]=[CH:49][CH:50]=[CH:51][C:46]=6[CH2:42][CH2:43][CH:44]=[CH2:45])[CH:26]=[CH:27][CH:28]=5)[CH:22]=[C:18]4[N:17]=[C:16]([CH3:30])[C:15]=3[C@H:31]([O:36][C:37]([CH3:40])([CH3:39])[CH3:38])[C:32]([O:34][CH3:35])=[O:33])=[CH:13][C:5]1=2)[CH:2]=[CH2:3]. The catalyst class is: 128. (3) Reactant: [ClH:1].[F:2][C:3]1[CH:8]=[CH:7][C:6]([C:9](=[O:14])[N:10]([O:12][CH3:13])[CH3:11])=[CH:5][C:4]=1[C:15]1[CH:20]=[CH:19][CH:18]=[C:17]([CH2:21][C@H:22]([NH:37][C:38]([C@H:40]2[CH2:45][CH2:44][C@H:43]([CH2:46][NH:47]C(=O)OC(C)(C)C)[CH2:42][CH2:41]2)=[O:39])[C:23](=[O:36])[NH:24][C:25]2[CH:30]=[CH:29][C:28]([C:31]3[NH:35][N:34]=[N:33][N:32]=3)=[CH:27][CH:26]=2)[CH:16]=1.C(#N)C. Product: [ClH:1].[NH2:47][CH2:46][C@H:43]1[CH2:42][CH2:41][C@H:40]([C:38]([NH:37][C@H:22]([C:23](=[O:36])[NH:24][C:25]2[CH:26]=[CH:27][C:28]([C:31]3[NH:35][N:34]=[N:33][N:32]=3)=[CH:29][CH:30]=2)[CH2:21][C:17]2[CH:16]=[C:15]([C:4]3[C:3]([F:2])=[CH:8][CH:7]=[C:6]([C:9]([N:10]([O:12][CH3:13])[CH3:11])=[O:14])[CH:5]=3)[CH:20]=[CH:19][CH:18]=2)=[O:39])[CH2:45][CH2:44]1. The catalyst class is: 12. (4) Reactant: [CH:1]1([CH2:7][CH:8]([C:12](=O)[CH2:13][N:14]2[CH2:19][CH2:18][O:17][CH2:16][CH2:15]2)[C:9]([OH:11])=O)[CH2:6][CH2:5][CH2:4][CH2:3][CH2:2]1.C(Cl)CCl.[NH2:25][C:26]([CH2:37][N:38]([CH2:40][C:41]1[CH:46]=[CH:45][CH:44]=[CH:43][CH:42]=1)[CH3:39])([CH2:29][CH2:30][C:31]1[CH:36]=[CH:35][CH:34]=[CH:33][CH:32]=1)[C:27]#[N:28].CN1CC[O:51]CC1. Product: [CH2:40]([N:38]([CH2:37][C:26]([NH:25][C:9](=[O:11])[CH:8]([CH2:7][CH:1]1[CH2:2][CH2:3][CH2:4][CH2:5][CH2:6]1)[CH2:12][C:13]([N:14]1[CH2:19][CH2:18][O:17][CH2:16][CH2:15]1)=[O:51])([C:27]#[N:28])[CH2:29][CH2:30][C:31]1[CH:36]=[CH:35][CH:34]=[CH:33][CH:32]=1)[CH3:39])[C:41]1[CH:42]=[CH:43][CH:44]=[CH:45][CH:46]=1. The catalyst class is: 2. (5) Reactant: [CH3:1][C:2]1[C:3]([CH2:13]O)=[N:4][N:5]([C:7]2[CH:12]=[CH:11][CH:10]=[CH:9][CH:8]=2)[CH:6]=1.C1(P(C2C=CC=CC=2)C2C=CC=CC=2)C=CC=CC=1.C(Br)(Br)(Br)[Br:35]. Product: [Br:35][CH2:13][C:3]1[C:2]([CH3:1])=[CH:6][N:5]([C:7]2[CH:12]=[CH:11][CH:10]=[CH:9][CH:8]=2)[N:4]=1. The catalyst class is: 4. (6) Reactant: [C:1]1([C:7]2[N:15]3[C:10]([CH:11]=[CH:12][CH:13]=[CH:14]3)=[CH:9][C:8]=2[C:16](OCC)=[O:17])[CH:6]=[CH:5][CH:4]=[CH:3][CH:2]=1.CC(C[AlH]CC(C)C)C.C1(C)C=CC=CC=1. Product: [C:1]1([C:7]2[N:15]3[C:10]([CH:11]=[CH:12][CH:13]=[CH:14]3)=[CH:9][C:8]=2[CH2:16][OH:17])[CH:2]=[CH:3][CH:4]=[CH:5][CH:6]=1. The catalyst class is: 2. (7) Reactant: [NH2:1][C:2]1[N:6]([CH2:7][CH2:8]O)[N:5]=[CH:4][C:3]=1[C:10]#[N:11].C1(P(C2C=CC=CC=2)C2C=CC=CC=2)C=CC=CC=1.C(Cl)(Cl)(Cl)[Cl:32]. Product: [NH2:1][C:2]1[N:6]([CH2:7][CH2:8][Cl:32])[N:5]=[CH:4][C:3]=1[C:10]#[N:11]. The catalyst class is: 2. (8) The catalyst class is: 10. Reactant: [O:1]1[C:5]2([CH2:10][CH2:9][CH:8]([C:11]3[N:12]=[CH:13][C:14]([NH2:17])=[N:15][CH:16]=3)[CH2:7][CH2:6]2)[O:4][CH2:3][CH2:2]1.C1C(=O)N([Br:25])C(=O)C1. Product: [Br:25][C:13]1[C:14]([NH2:17])=[N:15][CH:16]=[C:11]([CH:8]2[CH2:9][CH2:10][C:5]3([O:4][CH2:3][CH2:2][O:1]3)[CH2:6][CH2:7]2)[N:12]=1. (9) The catalyst class is: 83. Reactant: [F:1][C:2]1[CH:3]=[CH:4][C:5]2[N:9]=[C:8]([CH3:10])[N:7]([C:11]3[C:12]([CH3:33])=[C:13]([CH:30]=[CH:31][CH:32]=3)[CH2:14][NH:15][C:16]3[CH:29]=[CH:28][C:19]4[C@H:20]([CH2:23][C:24]([O:26]C)=[O:25])[CH2:21][O:22][C:18]=4[CH:17]=3)[C:6]=2[CH:34]=1.[OH-].[Na+].O. Product: [F:1][C:2]1[CH:3]=[CH:4][C:5]2[N:9]=[C:8]([CH3:10])[N:7]([C:11]3[C:12]([CH3:33])=[C:13]([CH:30]=[CH:31][CH:32]=3)[CH2:14][NH:15][C:16]3[CH:29]=[CH:28][C:19]4[C@H:20]([CH2:23][C:24]([OH:26])=[O:25])[CH2:21][O:22][C:18]=4[CH:17]=3)[C:6]=2[CH:34]=1. (10) Product: [C:14]([NH:18][S:19]([C:22]1[C:23]([C:28]2[CH:33]=[CH:32][C:31]([NH:34][CH2:9][C:6]3[C:5]([CH2:11][OH:12])=[CH:4][N:3]=[C:2]([CH3:1])[C:7]=3[OH:8])=[CH:30][CH:29]=2)=[CH:24][CH:25]=[CH:26][CH:27]=1)(=[O:21])=[O:20])([CH3:17])([CH3:15])[CH3:16]. The catalyst class is: 442. Reactant: [CH3:1][C:2]1[C:7]([OH:8])=[C:6]([CH:9]=O)[C:5]([CH2:11][OH:12])=[CH:4][N:3]=1.Cl.[C:14]([NH:18][S:19]([C:22]1[C:23]([C:28]2[CH:33]=[CH:32][C:31]([NH2:34])=[CH:30][CH:29]=2)=[CH:24][CH:25]=[CH:26][CH:27]=1)(=[O:21])=[O:20])([CH3:17])([CH3:16])[CH3:15].O.C1(C)C=CC(S(O)(=O)=O)=CC=1.[BH4-].[Na+].